This data is from Reaction yield outcomes from USPTO patents with 853,638 reactions. The task is: Predict the reaction yield, written as a fraction of the theoretical maximum amount of product (1.0 means a 100% yield; for example, 0.34 means a 34% yield). (1) The reactants are Cl.Cl.[NH2:3][C:4]1[CH:12]=[CH:11][C:7]([C:8]([NH2:10])=[NH:9])=[CH:6][CH:5]=1.C(O)(=O)C.[CH:17]([NH2:19])=[NH:18].NN.ClC1C(=O)C(Cl)=C(Cl)C(=O)C=1Cl. The catalyst is C(#N)C. The product is [N:18]1[CH:17]=[N:19][N:10]=[C:8]([C:7]2[CH:11]=[CH:12][C:4]([NH2:3])=[CH:5][CH:6]=2)[N:9]=1. The yield is 0.190. (2) The reactants are C([N:8](CC1C=CC=CC=1)[C:9]1[N:17]=[CH:16][N:15]=[C:14]2[C:10]=1[NH:11][C:12](=[O:35])[N:13]2[C:18]1[CH:34]=[CH:33][C:21]2[O:22][CH2:23][CH2:24][N:25]([C:26]([O:28][C:29]([CH3:32])([CH3:31])[CH3:30])=[O:27])[C:20]=2[CH:19]=1)C1C=CC=CC=1.Cl. The catalyst is CO.[OH-].[OH-].[Pd+2]. The product is [NH2:8][C:9]1[N:17]=[CH:16][N:15]=[C:14]2[C:10]=1[NH:11][C:12](=[O:35])[N:13]2[C:18]1[CH:34]=[CH:33][C:21]2[O:22][CH2:23][CH2:24][N:25]([C:26]([O:28][C:29]([CH3:31])([CH3:32])[CH3:30])=[O:27])[C:20]=2[CH:19]=1. The yield is 0.920. (3) The yield is 0.880. The reactants are [C:1]1([C:10]([OH:12])=O)[CH:2]=[CH:3][N:4]2[C:9]=1[CH2:8][CH2:7][CH2:6][CH2:5]2.ON1C2C=CC=CC=2N=N1.Cl.C(N=C=NCCCN(C)C)C.[C:35]1([C@H:41]([NH2:44])[CH2:42][CH3:43])[CH:40]=[CH:39][CH:38]=[CH:37][CH:36]=1. The product is [C:35]1([C@H:41]([NH:44][C:10]([C:1]2[CH:2]=[CH:3][N:4]3[C:9]=2[CH2:8][CH2:7][CH2:6][CH2:5]3)=[O:12])[CH2:42][CH3:43])[CH:40]=[CH:39][CH:38]=[CH:37][CH:36]=1. The catalyst is CN(C)C=O. (4) The catalyst is C(Cl)Cl. The yield is 0.990. The reactants are C[O:2][CH:3](OC)[CH2:4][N:5]1[CH2:10][C:9]2[CH:11]=[C:12](/[CH:15]=[CH:16]/[C:17]([N:19]([CH3:31])[CH2:20][C:21]3[S:25][C:24]4[CH:26]=[CH:27][CH:28]=[CH:29][C:23]=4[C:22]=3[CH3:30])=[O:18])[CH:13]=[N:14][C:8]=2[NH:7][C:6]1=[O:32].C(O)(C(F)(F)F)=O.O. The product is [CH3:31][N:19]([CH2:20][C:21]1[S:25][C:24]2[CH:26]=[CH:27][CH:28]=[CH:29][C:23]=2[C:22]=1[CH3:30])[C:17](=[O:18])/[CH:16]=[CH:15]/[C:12]1[CH:13]=[N:14][C:8]2[NH:7][C:6](=[O:32])[N:5]([CH2:4][CH:3]=[O:2])[CH2:10][C:9]=2[CH:11]=1. (5) The product is [CH3:1][N:2]1[C:6]2[CH:7]=[C:8]([C:21]3[CH:22]=[C:23]([OH:27])[CH:24]=[CH:25][CH:26]=3)[CH:9]=[CH:10][C:5]=2[N:4]=[CH:3]1. The reactants are [CH3:1][N:2]1[C:6]2[CH:7]=[C:8](B3OC(C)(C)C(C)(C)O3)[CH:9]=[CH:10][C:5]=2[N:4]=[CH:3]1.Br[C:21]1[CH:22]=[C:23]([OH:27])[CH:24]=[CH:25][CH:26]=1.C([O-])([O-])=O.[Cs+].[Cs+]. The catalyst is O1CCOCC1.O.C1C=CC(P(C2C=CC=CC=2)[C-]2C=CC=C2)=CC=1.C1C=CC(P(C2C=CC=CC=2)[C-]2C=CC=C2)=CC=1.Cl[Pd]Cl.[Fe+2]. The yield is 0.920. (6) The reactants are [I-].C[S+](C)(C)=O.[CH3:7][C:8]([CH3:11])([O-:10])[CH3:9].[K+].O=C1C[CH2:18][CH:17]([C:20]([O:22][CH2:23][CH3:24])=[O:21])[CH2:16]C1.O. The catalyst is CS(C)=O. The product is [O:10]1[C:8]2([CH2:11][CH2:18][CH:17]([C:20]([O:22][CH2:23][CH3:24])=[O:21])[CH2:16][CH2:9]2)[CH2:7]1. The yield is 0.650.